From a dataset of Catalyst prediction with 721,799 reactions and 888 catalyst types from USPTO. Predict which catalyst facilitates the given reaction. (1) Reactant: [CH2:1]([N:3]1[CH2:8][CH2:7][N:6]([CH:9]2[CH2:12][N:11]([C:13]3[N:18]=[C:17]([CH2:19][OH:20])[CH:16]=[CH:15][C:14]=3[F:21])[CH2:10]2)[CH2:5][CH2:4]1)[CH3:2].CC(OI1(OC(C)=O)(OC(C)=O)OC(=O)C2C=CC=CC1=2)=O.S([O-])([O-])(=O)=S.[Na+].[Na+].C(=O)([O-])O.[Na+]. Product: [CH2:1]([N:3]1[CH2:4][CH2:5][N:6]([CH:9]2[CH2:12][N:11]([C:13]3[N:18]=[C:17]([CH:19]=[O:20])[CH:16]=[CH:15][C:14]=3[F:21])[CH2:10]2)[CH2:7][CH2:8]1)[CH3:2]. The catalyst class is: 4. (2) Reactant: [CH2:1]([C:3]1[CH:4]=[C:5]([CH2:9][C:10]([C:12]2[CH:17]=[CH:16][CH:15]=[CH:14][CH:13]=2)=O)[CH:6]=[CH:7][CH:8]=1)[CH3:2].[CH2:18]([O:20][C:21]1[CH:22]=[C:23]([CH:26]=[C:27]([N+:30]([O-:32])=[O:31])[C:28]=1[OH:29])[CH:24]=O)[CH3:19].[NH2:33][C:34]([NH2:36])=[O:35].Cl. Product: [CH2:18]([O:20][C:21]1[CH:22]=[C:23]([CH:24]2[C:9]([C:5]3[CH:6]=[CH:7][CH:8]=[C:3]([CH2:1][CH3:2])[CH:4]=3)=[C:10]([C:12]3[CH:17]=[CH:16][CH:15]=[CH:14][CH:13]=3)[NH:36][C:34](=[O:35])[NH:33]2)[CH:26]=[C:27]([N+:30]([O-:32])=[O:31])[C:28]=1[OH:29])[CH3:19]. The catalyst class is: 8. (3) Reactant: [OH:1][C:2]([C@@H:4]1[CH:19]=[C:18]2[C@@H:8]([CH2:9][C:10]3[C:20]4[C:13](=[CH:14][CH:15]=[CH:16][C:17]2=4)[NH:12][CH:11]=3)[N:6]([CH3:7])[CH2:5]1)=O.[CH2:21]([N:23](CC)[CH2:24][CH3:25])[CH3:22].N1CCCC1. Product: [CH3:7][N:6]1[C@H:8]2[C:18]([C:17]3[CH:16]=[CH:15][CH:14]=[C:13]4[C:20]=3[C:10](=[CH:11][NH:12]4)[CH2:9]2)=[CH:19][C@@H:4]([C:2]([N:23]2[CH2:24][CH2:25][CH2:22][CH2:21]2)=[O:1])[CH2:5]1. The catalyst class is: 4.